This data is from Forward reaction prediction with 1.9M reactions from USPTO patents (1976-2016). The task is: Predict the product of the given reaction. (1) Given the reactants [CH3:1][O:2][C:3](=[O:12])[C:4]1[CH:9]=[C:8]([I:10])[CH:7]=[CH:6][C:5]=1[OH:11].C(=O)([O-])[O-].[K+].[K+].[CH2:19](I)[CH2:20][CH3:21], predict the reaction product. The product is: [CH3:1][O:2][C:3](=[O:12])[C:4]1[CH:9]=[C:8]([I:10])[CH:7]=[CH:6][C:5]=1[O:11][CH2:19][CH2:20][CH3:21]. (2) Given the reactants [CH3:1][O:2][C:3]1[C:12]2[C:7](=[CH:8][CH:9]=[CH:10][CH:11]=2)[C:6]([O:13][CH3:14])=[C:5]([CH3:15])[C:4]=1[CH:16]=O.COC1C2C(=CC=CC=2)C(OC)=CC=1/[CH:32]=[C:33](\C)/[C:34]([O:36][CH2:37][CH3:38])=[O:35], predict the reaction product. The product is: [CH3:1][O:2][C:3]1[C:12]2[C:7](=[CH:8][CH:9]=[CH:10][CH:11]=2)[C:6]([O:13][CH3:14])=[C:5]([CH3:15])[C:4]=1/[CH:16]=[C:33](\[CH3:32])/[C:34]([O:36][CH2:37][CH3:38])=[O:35]. (3) Given the reactants [CH2:1]([O:3][CH:4]([O:13][CH2:14][CH3:15])[C:5](=O)[CH2:6][C:7](OCC)=[O:8])[CH3:2].C(O)(=O)C.[CH:20]([NH2:22])=[NH:21].[OH-].[K+], predict the reaction product. The product is: [CH2:1]([O:3][CH:4]([O:13][CH2:14][CH3:15])[C:5]1[N:22]=[CH:20][N:21]=[C:7]([OH:8])[CH:6]=1)[CH3:2]. (4) Given the reactants [O:1]=[C:2]1[C:10]2[C:5](=[CH:6][CH:7]=[CH:8][CH:9]=2)[C:4](=[O:11])[N:3]1[CH2:12][CH2:13][CH2:14][C:15]1[CH:16]=[C:17]([CH:20]=[CH:21][CH:22]=1)[CH:18]=O.[Br-].[CH2:24]([O:26][C:27]1[CH:52]=[CH:51][CH:50]=[C:49]([O:53][CH2:54][CH3:55])[C:28]=1[CH2:29][P+](C1C=CC=CC=1)(C1C=CC=CC=1)C1C=CC=CC=1)[CH3:25].CC(C)([O-])C.[K+], predict the reaction product. The product is: [CH2:54]([O:53][C:49]1[CH:50]=[CH:51][CH:52]=[C:27]([O:26][CH2:24][CH3:25])[C:28]=1/[CH:29]=[CH:18]/[C:17]1[CH:16]=[C:15]([CH2:14][CH2:13][CH2:12][N:3]2[C:4](=[O:11])[C:5]3[C:10](=[CH:9][CH:8]=[CH:7][CH:6]=3)[C:2]2=[O:1])[CH:22]=[CH:21][CH:20]=1)[CH3:55]. (5) Given the reactants [Cl:1][C:2]1[CH:3]=[N:4][C:5]2[N:6]([N:8]=[C:9]([C:11]([OH:13])=O)[CH:10]=2)[CH:7]=1.[C:14]1([CH3:26])[CH:19]=[CH:18][CH:17]=[CH:16][C:15]=1[C:20]1[CH2:21][CH2:22][NH:23][CH2:24][CH:25]=1, predict the reaction product. The product is: [Cl:1][C:2]1[CH:3]=[N:4][C:5]2[N:6]([N:8]=[C:9]([C:11]([N:23]3[CH2:22][CH:21]=[C:20]([C:15]4[CH:16]=[CH:17][CH:18]=[CH:19][C:14]=4[CH3:26])[CH2:25][CH2:24]3)=[O:13])[CH:10]=2)[CH:7]=1. (6) The product is: [CH3:18][O:17][C:14]1[CH:15]=[CH:16][C:11]([C:9](=[O:10])[C:8]([C:4]2[CH:5]=[CH:6][CH:7]=[C:2]([O:1][C:28]3[CH:33]=[CH:32][CH:31]=[CH:30][CH:29]=3)[CH:3]=2)=[O:19])=[CH:12][CH:13]=1. Given the reactants [OH:1][C:2]1[CH:3]=[C:4]([C:8](=[O:19])[C:9]([C:11]2[CH:16]=[CH:15][C:14]([O:17][CH3:18])=[CH:13][CH:12]=2)=[O:10])[CH:5]=[CH:6][CH:7]=1.[F-].[Cs+].FC(F)(F)S(O[C:28]1[CH:33]=[CH:32][CH:31]=[CH:30][C:29]=1[Si](C)(C)C)(=O)=O.C(OCC)(=O)C, predict the reaction product.